Dataset: Forward reaction prediction with 1.9M reactions from USPTO patents (1976-2016). Task: Predict the product of the given reaction. (1) Given the reactants [H-].[Al+3].[Li+].[H-].[H-].[H-].[OH:7][CH2:8][CH:9]1[CH2:11][C:10]1([C:14]1[CH:19]=[CH:18][C:17]([O:20][CH3:21])=[CH:16][CH:15]=1)[C:12]#[N:13].C(OCC)(=O)C.[OH-].[NH4+], predict the reaction product. The product is: [NH2:13][CH2:12][C:10]1([C:14]2[CH:19]=[CH:18][C:17]([O:20][CH3:21])=[CH:16][CH:15]=2)[CH2:11][CH:9]1[CH2:8][OH:7]. (2) Given the reactants [CH3:1][C@@H:2]1[CH2:6][C:5](=O)[CH2:4][N:3]1[C:8]([O:10][C:11]([CH3:14])([CH3:13])[CH3:12])=[O:9].[C:15]1([CH:21]2[CH2:26][CH2:25][NH:24][CH2:23][CH2:22]2)[CH:20]=[CH:19][CH:18]=[CH:17][CH:16]=1, predict the reaction product. The product is: [CH3:1][C@@H:2]1[CH2:6][CH:5]([N:24]2[CH2:25][CH2:26][CH:21]([C:15]3[CH:20]=[CH:19][CH:18]=[CH:17][CH:16]=3)[CH2:22][CH2:23]2)[CH2:4][N:3]1[C:8]([O:10][C:11]([CH3:14])([CH3:13])[CH3:12])=[O:9]. (3) Given the reactants CON(C)[C:4]([C:6]1[N:7]=[CH:8][N:9]([C:11]2[CH:16]=[CH:15][CH:14]=[C:13]([C:17]3[C:18]([O:25][CH3:26])=[N:19][C:20]([O:23][CH3:24])=[N:21][CH:22]=3)[CH:12]=2)[CH:10]=1)=[O:5].Br[C:29]1[CH:34]=[CH:33][CH:32]=[CH:31][N:30]=1, predict the reaction product. The product is: [CH3:24][O:23][C:20]1[N:19]=[C:18]([O:25][CH3:26])[C:17]([C:13]2[CH:12]=[C:11]([N:9]3[CH:10]=[C:6]([C:4]([C:29]4[CH:34]=[CH:33][CH:32]=[CH:31][N:30]=4)=[O:5])[N:7]=[CH:8]3)[CH:16]=[CH:15][CH:14]=2)=[CH:22][N:21]=1. (4) Given the reactants [NH2:1][C:2]1[N:7]2[N:8]=[C:9]([C:11]([CH3:14])([CH3:13])[CH3:12])[CH:10]=[C:6]2[N:5]=[CH:4][C:3]=1[CH2:15][OH:16], predict the reaction product. The product is: [NH2:1][C:2]1[N:7]2[N:8]=[C:9]([C:11]([CH3:12])([CH3:14])[CH3:13])[CH:10]=[C:6]2[N:5]=[CH:4][C:3]=1[CH:15]=[O:16]. (5) Given the reactants Br[C:2]1[CH:7]=[CH:6][C:5]([Cl:8])=[C:4]([CH2:9][C:10]2[CH:15]=[CH:14][C:13]([O:16][CH2:17][CH2:18][O:19][CH2:20][CH:21]([F:23])[F:22])=[CH:12][CH:11]=2)[CH:3]=1.[CH2:24]([Li])CCC.C[Si](C)(C)[O:31][C@@H:32]1[C@@H:37]([O:38][Si](C)(C)C)[C@H:36]([O:43][Si](C)(C)C)[C@@H:35]([CH2:48][O:49][Si](C)(C)C)[O:34][C:33]1=[O:54], predict the reaction product. The product is: [Cl:8][C:5]1[CH:6]=[CH:7][C:2]([C:33]2([O:54][CH3:24])[C@H:32]([OH:31])[C@@H:37]([OH:38])[C@H:36]([OH:43])[C@@H:35]([CH2:48][OH:49])[O:34]2)=[CH:3][C:4]=1[CH2:9][C:10]1[CH:15]=[CH:14][C:13]([O:16][CH2:17][CH2:18][O:19][CH2:20][CH:21]([F:23])[F:22])=[CH:12][CH:11]=1. (6) Given the reactants [NH2:1][C:2](=[O:42])[CH:3]([C:5]1[CH:10]=[CH:9][CH:8]=[CH:7][C:6]=1[C:11]#[C:12][C:13]1[C:18]([C:19]([F:22])([F:21])[F:20])=[CH:17][N:16]=[C:15]([NH:23][C:24]2[CH:25]=[N:26][N:27]([CH:29]3[CH2:34][CH2:33][N:32]([C:35]([O:37][C:38]([CH3:41])([CH3:40])[CH3:39])=[O:36])[CH2:31][CH2:30]3)[CH:28]=2)[N:14]=1)[CH3:4], predict the reaction product. The product is: [NH2:1][C:2](=[O:42])[CH:3]([C:5]1[CH:10]=[CH:9][CH:8]=[CH:7][C:6]=1[CH2:11][CH2:12][C:13]1[C:18]([C:19]([F:22])([F:21])[F:20])=[CH:17][N:16]=[C:15]([NH:23][C:24]2[CH:25]=[N:26][N:27]([CH:29]3[CH2:30][CH2:31][N:32]([C:35]([O:37][C:38]([CH3:40])([CH3:41])[CH3:39])=[O:36])[CH2:33][CH2:34]3)[CH:28]=2)[N:14]=1)[CH3:4]. (7) The product is: [Cl:12][C:6]1[CH:7]=[C:8]([O:11][C:14]2[C:23]3[C:18](=[CH:19][C:20]([O:26][CH3:27])=[C:21]([O:24][CH3:25])[CH:22]=3)[N:17]=[CH:16][N:15]=2)[CH:9]=[CH:10][C:5]=1[NH2:4]. Given the reactants [H-].[Na+].Cl.[NH2:4][C:5]1[CH:10]=[CH:9][C:8]([OH:11])=[CH:7][C:6]=1[Cl:12].Cl[C:14]1[C:23]2[C:18](=[CH:19][C:20]([O:26][CH3:27])=[C:21]([O:24][CH3:25])[CH:22]=2)[N:17]=[CH:16][N:15]=1.ClC1N=CC2C(=CC=CC=2)N=1, predict the reaction product. (8) Given the reactants [C:1]([Si:5]([C:32]1[CH:37]=[CH:36][CH:35]=[CH:34][CH:33]=1)([C:26]1[CH:31]=[CH:30][CH:29]=[CH:28][CH:27]=1)[O:6][CH:7]1[CH2:12][CH2:11][N:10]([C:13]2[N:18]=[C:17]3[N:19](CN(C)C)[CH:20]=[N:21][C:16]3=[CH:15][CH:14]=2)[CH2:9][CH2:8]1)([CH3:4])([CH3:3])[CH3:2].[C:38]([O:42][C:43]([N:45]1[C:49]2=[CH:50][N:51]=[CH:52][C:53]([C:54]3[CH:59]=[C:58]([C:60](OC)=[O:61])[CH:57]=[CH:56][C:55]=3[C:64]#[N:65])=[C:48]2[CH:47]=[CH:46]1)=[O:44])([CH3:41])([CH3:40])[CH3:39].[Li+].CC([N-]C(C)C)C, predict the reaction product. The product is: [C:38]([O:42][C:43]([N:45]1[C:49]2=[CH:50][N:51]=[CH:52][C:53]([C:54]3[CH:59]=[C:58]([C:60]([C:20]4[NH:19][C:17]5=[N:18][C:13]([N:10]6[CH2:11][CH2:12][CH:7]([O:6][Si:5]([C:1]([CH3:3])([CH3:2])[CH3:4])([C:26]7[CH:31]=[CH:30][CH:29]=[CH:28][CH:27]=7)[C:32]7[CH:33]=[CH:34][CH:35]=[CH:36][CH:37]=7)[CH2:8][CH2:9]6)=[CH:14][CH:15]=[C:16]5[N:21]=4)=[O:61])[CH:57]=[CH:56][C:55]=3[C:64]#[N:65])=[C:48]2[CH:47]=[CH:46]1)=[O:44])([CH3:41])([CH3:39])[CH3:40]. (9) The product is: [NH2:1][C:2]1[C:10]([Br:11])=[CH:9][C:8]([CH3:12])=[CH:7][C:3]=1[C:4]([NH:20][CH2:19][C:18]1[CH:21]=[C:14]([Cl:13])[CH:15]=[CH:16][C:17]=1[S:22][CH2:23][CH3:24])=[O:6]. Given the reactants [NH2:1][C:2]1[C:10]([Br:11])=[CH:9][C:8]([CH3:12])=[CH:7][C:3]=1[C:4]([OH:6])=O.[Cl:13][C:14]1[CH:15]=[CH:16][C:17]([S:22][CH2:23][CH3:24])=[C:18]([CH:21]=1)[CH2:19][NH2:20].Cl.ClC1C=CC(S(CC)(=O)=O)=C(C=1)CN.CCN(C(C)C)C(C)C.C1C=CC2N(O)N=NC=2C=1, predict the reaction product. (10) Given the reactants [Cl:1][C:2]1[CH:10]=[CH:9][CH:8]=[C:7]2[C:3]=1[C:4]([C:17]([OH:19])=[O:18])=[CH:5][N:6]2[CH2:11][C:12](=[O:16])[N:13]([CH3:15])[CH3:14].[NH2:20][CH2:21][C:22]1([OH:30])[CH2:27][CH2:26][C:25]([F:29])([F:28])[CH2:24][CH2:23]1.CCN(C(C)C)C(C)C.CN(C=O)C, predict the reaction product. The product is: [Cl:1][C:2]1[CH:10]=[CH:9][CH:8]=[C:7]2[C:3]=1[C:4]([C:17]([OH:19])=[O:18])=[CH:5][N:6]2[CH2:11][C:12](=[O:16])[N:13]([CH3:14])[CH3:15].[F:28][C:25]1([F:29])[CH2:24][CH2:23][C:22]([CH2:21][NH:20][C:17]([C:4]2[C:3]3[C:7](=[CH:8][CH:9]=[CH:10][C:2]=3[Cl:1])[N:6]([CH2:11][C:12](=[O:16])[N:13]([CH3:14])[CH3:15])[CH:5]=2)=[O:19])([OH:30])[CH2:27][CH2:26]1.